This data is from Full USPTO retrosynthesis dataset with 1.9M reactions from patents (1976-2016). The task is: Predict the reactants needed to synthesize the given product. (1) Given the product [Si:11]([O:1][C:2]1[CH:10]=[CH:9][C:5]([CH2:6][C:7]#[N:8])=[CH:4][CH:3]=1)([C:14]([CH3:17])([CH3:16])[CH3:15])([CH3:13])[CH3:12], predict the reactants needed to synthesize it. The reactants are: [OH:1][C:2]1[CH:10]=[CH:9][C:5]([CH2:6][C:7]#[N:8])=[CH:4][CH:3]=1.[Si:11](Cl)([C:14]([CH3:17])([CH3:16])[CH3:15])([CH3:13])[CH3:12].N1C=CN=C1. (2) Given the product [NH2:39][C:35]1[C:34]2[N:33]([C:32]([N:40]3[CH2:45][CH2:44][N:43]4[C:46]([C:49]([F:52])([F:51])[F:50])=[N:47][N:48]=[C:42]4[CH2:41]3)=[N:31][C:30]=2[C:16]2[CH:15]=[CH:14][C:13]([C:12]([NH:11][C:7]3[CH:6]=[C:5]([O:4][CH:1]([CH3:2])[CH3:3])[CH:10]=[CH:9][N:8]=3)=[O:28])=[CH:18][CH:17]=2)[CH:38]=[CH:37][N:36]=1, predict the reactants needed to synthesize it. The reactants are: [CH:1]([O:4][C:5]1[CH:10]=[CH:9][N:8]=[C:7]([NH:11][C:12](=[O:28])[C:13]2[CH:18]=[CH:17][C:16](B3OC(C)(C)C(C)(C)O3)=[CH:15][CH:14]=2)[CH:6]=1)([CH3:3])[CH3:2].Br[C:30]1[N:31]=[C:32]([N:40]2[CH2:45][CH2:44][N:43]3[C:46]([C:49]([F:52])([F:51])[F:50])=[N:47][N:48]=[C:42]3[CH2:41]2)[N:33]2[CH:38]=[CH:37][N:36]=[C:35]([NH2:39])[C:34]=12.[O-]P([O-])([O-])=O.[K+].[K+].[K+]. (3) Given the product [Cl:17][C:18]1[C:27]2[C:22](=[CH:23][C:24]([O:29][CH3:30])=[C:25]([O:28][CH2:38][CH2:37][N:31]3[CH2:36][CH2:35][O:34][CH2:33][CH2:32]3)[CH:26]=2)[N:21]=[CH:20][N:19]=1, predict the reactants needed to synthesize it. The reactants are: N(C(OC(C)(C)C)=O)=NC(OC(C)(C)C)=O.[Cl:17][C:18]1[C:27]2[C:22](=[CH:23][C:24]([O:29][CH3:30])=[C:25]([OH:28])[CH:26]=2)[N:21]=[CH:20][N:19]=1.[N:31]1([CH2:37][CH2:38]O)[CH2:36][CH2:35][O:34][CH2:33][CH2:32]1.C1(P(C2C=CC=CC=2)C2C=CC=CC=2)C=CC=CC=1. (4) Given the product [CH2:1]([O:3][C:4](=[O:12])[C:5]1[C:15]([C:14]([F:13])([F:32])[F:31])=[CH:16][C:17]([C:19]2[CH:24]=[CH:23][C:22]([O:25][C:26]([F:27])([F:28])[F:29])=[CH:21][CH:20]=2)=[N:11][C:6]=1[CH2:7][CH:8]1[CH2:9][CH2:10]1)[CH3:2], predict the reactants needed to synthesize it. The reactants are: [CH2:1]([O:3][C:4](=[O:12])[CH:5]=[C:6]([NH2:11])[CH2:7][CH:8]1[CH2:10][CH2:9]1)[CH3:2].[F:13][C:14]([F:32])([F:31])/[C:15](/O)=[CH:16]/[C:17]([C:19]1[CH:24]=[CH:23][C:22]([O:25][C:26]([F:29])([F:28])[F:27])=[CH:21][CH:20]=1)=O. (5) Given the product [CH2:1]([O:3][C:4]([C:6]1[N:7]([C:17]2[CH:22]=[CH:21][CH:20]=[CH:19][CH:18]=2)[C:8]2[C:13]([C:14]=1[CH3:15])=[CH:12][CH:11]=[CH:10][CH:9]=2)=[O:5])[CH3:2], predict the reactants needed to synthesize it. The reactants are: [CH2:1]([O:3][C:4]([C:6]1[NH:7][C:8]2[C:13]([C:14]=1[CH3:15])=[CH:12][CH:11]=[CH:10][CH:9]=2)=[O:5])[CH3:2].I[C:17]1[CH:22]=[CH:21][CH:20]=[CH:19][CH:18]=1.CNCCNC.P([O-])([O-])([O-])=O.[K+].[K+].[K+]. (6) Given the product [CH2:26]([O:25][C:23](=[O:24])[CH2:22][C@H:18]1[C:19]2[C:15](=[CH:14][C:13]([O:12][CH2:11][CH2:10][CH2:9][O:8][C:7]3[CH:28]=[CH:29][C:4]([C:2]4[S:3][CH:32]=[CH:33][N:1]=4)=[CH:5][C:6]=3[O:30][CH3:31])=[CH:21][CH:20]=2)[CH2:16][CH2:17]1)[CH3:27], predict the reactants needed to synthesize it. The reactants are: [NH2:1][C:2]([C:4]1[CH:29]=[CH:28][C:7]([O:8][CH2:9][CH2:10][CH2:11][O:12][C:13]2[CH:14]=[C:15]3[C:19](=[CH:20][CH:21]=2)[C@H:18]([CH2:22][C:23]([O:25][CH2:26][CH3:27])=[O:24])[CH2:17][CH2:16]3)=[C:6]([O:30][CH3:31])[CH:5]=1)=[S:3].[CH2:32](OC(OCC)CBr)[CH3:33].